This data is from Catalyst prediction with 721,799 reactions and 888 catalyst types from USPTO. The task is: Predict which catalyst facilitates the given reaction. Reactant: [Cl:1][CH2:2][C:3](Cl)=[O:4].[F:6][C:7]([F:11])([F:10])[CH2:8][NH2:9].C(=O)([O-])[O-].[K+].[K+].CO. Product: [Cl:1][CH2:2][C:3]([NH:9][CH2:8][C:7]([F:11])([F:10])[F:6])=[O:4]. The catalyst class is: 84.